This data is from Full USPTO retrosynthesis dataset with 1.9M reactions from patents (1976-2016). The task is: Predict the reactants needed to synthesize the given product. (1) Given the product [O:17]1[C:18]2[CH:24]=[CH:23][CH:22]=[CH:21][C:19]=2[N:20]=[C:16]1[C:13]1[CH:14]=[CH:15][C:10]2[N:9]([CH2:8][CH2:7][CH2:28][N:34]3[CH2:45][CH2:35][O:38][CH2:31][CH2:30]3)[C:40]([CH3:41])=[N:25][C:11]=2[CH:12]=1, predict the reactants needed to synthesize it. The reactants are: N1([CH:7]([CH3:28])[CH2:8][NH:9][C:10]2[CH:15]=[CH:14][C:13]([C:16]3[O:17][C:18]4[CH:24]=[CH:23][CH:22]=[CH:21][C:19]=4[N:20]=3)=[CH:12][C:11]=2[N+:25]([O-])=O)CCOCC1.Cl.[C:30](=[NH:34])(OC)[CH3:31].[C:35](=[O:38])([O-])O.[Na+].[CH2:40](OCC)[CH3:41].[CH3:45]O. (2) Given the product [Cl:1][C:2]1[C:7]([C:8]2[CH:13]=[CH:12][CH:11]=[C:10]([F:14])[CH:9]=2)=[N:6][N:5]=[C:4]2[N:15]([CH2:25][C:26]([N:28]3[CH2:32][CH2:31][CH2:30][CH2:29]3)=[O:27])[N:16]=[C:17]([C:18]3[CH:19]=[CH:20][CH:21]=[CH:22][CH:23]=3)[C:3]=12, predict the reactants needed to synthesize it. The reactants are: [Cl:1][C:2]1[C:7]([C:8]2[CH:13]=[CH:12][CH:11]=[C:10]([F:14])[CH:9]=2)=[N:6][N:5]=[C:4]2[NH:15][N:16]=[C:17]([C:18]3[CH:23]=[CH:22][CH:21]=[CH:20][CH:19]=3)[C:3]=12.O[CH2:25][C:26]([N:28]1[CH2:32][CH2:31][CH2:30][CH2:29]1)=[O:27].N(C(OCC)=O)=NC(OCC)=O.C1(P(C2C=CC=CC=2)C2C=CC=CC=2)C=CC=CC=1. (3) Given the product [CH2:17]([CH:16]([C:15]1[C:10]2[N:11]([C:7]([C:5]3[S:6][C:2]([CH2:26][O:27][CH3:28])=[CH:3][C:4]=3[CH3:23])=[C:8]([CH3:22])[N:9]=2)[N:12]=[C:13]([CH3:21])[CH:14]=1)[CH2:19][CH3:20])[CH3:18], predict the reactants needed to synthesize it. The reactants are: Br[C:2]1[S:6][C:5]([C:7]2[N:11]3[N:12]=[C:13]([CH3:21])[CH:14]=[C:15]([CH:16]([CH2:19][CH3:20])[CH2:17][CH3:18])[C:10]3=[N:9][C:8]=2[CH3:22])=[C:4]([CH3:23])[CH:3]=1.C1[CH2:28][O:27][CH2:26]C1.C([Li])CCC.ICOC. (4) Given the product [Cl:1][C:2]1[CH:10]=[C:9]2[C:5]([C:6]([CH2:16][CH2:17][CH2:18][S:19][CH3:20])=[C:7]([C:11]([O:13][CH2:14][CH3:15])=[O:12])[N:8]2[S:29]([C:23]2[CH:28]=[CH:27][CH:26]=[CH:25][CH:24]=2)(=[O:31])=[O:30])=[CH:4][CH:3]=1, predict the reactants needed to synthesize it. The reactants are: [Cl:1][C:2]1[CH:10]=[C:9]2[C:5]([C:6]([CH2:16][CH2:17][CH2:18][S:19][CH3:20])=[C:7]([C:11]([O:13][CH2:14][CH3:15])=[O:12])[NH:8]2)=[CH:4][CH:3]=1.[H-].[Na+].[C:23]1([S:29](Cl)(=[O:31])=[O:30])[CH:28]=[CH:27][CH:26]=[CH:25][CH:24]=1. (5) Given the product [N:19]([C:22]1[C:31]([CH2:32][C:6]2[C:7]3[C:12](=[CH:11][C:10]([O:13][CH3:14])=[C:9]([O:15][CH3:16])[CH:8]=3)[C:3]([CH2:1][CH3:2])=[N:4][C:5]=2[OH:17])=[CH:30][C:29]2[C:24](=[CH:25][CH:26]=[C:27]([O:34][CH3:35])[CH:28]=2)[N:23]=1)=[N+:20]=[N-:21], predict the reactants needed to synthesize it. The reactants are: [CH2:1]([C:3]1[C:12]2[C:7](=[CH:8][C:9]([O:15][CH3:16])=[C:10]([O:13][CH3:14])[CH:11]=2)[CH:6]=[C:5]([OH:17])[N:4]=1)[CH3:2].Cl.[N:19]([C:22]1[C:31]([CH2:32]Cl)=[CH:30][C:29]2[C:24](=[CH:25][CH:26]=[C:27]([O:34][CH3:35])[CH:28]=2)[N:23]=1)=[N+:20]=[N-:21].[Li+].[OH-].